This data is from Full USPTO retrosynthesis dataset with 1.9M reactions from patents (1976-2016). The task is: Predict the reactants needed to synthesize the given product. (1) Given the product [CH3:2][O:3][CH:25]=[CH:26][C:27]1[CH:28]=[CH:40][CH:39]=[C:38]([CH2:37][O:36][C:35]([C:52]2[CH:57]=[CH:56][CH:55]=[CH:54][CH:53]=2)([C:29]2[CH:30]=[CH:31][CH:32]=[CH:33][CH:34]=2)[C:46]2[CH:51]=[CH:50][CH:49]=[CH:48][CH:47]=2)[N:43]=1, predict the reactants needed to synthesize it. The reactants are: [Cl-].[CH3:2][O:3]C[P+](C1C=CC=CC=1)(C1C=CC=CC=1)C1C=CC=CC=1.[Li][CH2:25][CH2:26][CH2:27][CH3:28].[C:29]1([C:35]([C:52]2[CH:57]=[CH:56][CH:55]=[CH:54][CH:53]=2)([C:46]2[CH:51]=[CH:50][CH:49]=[CH:48][CH:47]=2)[O:36][CH2:37][C:38]2[N:43]=C(C=O)C=[CH:40][CH:39]=2)[CH:34]=[CH:33][CH:32]=[CH:31][CH:30]=1.[NH4+].[Cl-]. (2) The reactants are: [NH:1]([C:3]1[N:8]=[CH:7][N:6]=[C:5]2[N:9]([C:12]3[CH:17]=[CH:16][CH:15]=[CH:14][N:13]=3)[N:10]=[CH:11][C:4]=12)[NH2:2].[CH:18]([C:20]1[CH:28]=[CH:27][C:23]([C:24]([OH:26])=[O:25])=[CH:22][CH:21]=1)=O.COC1N=C(N2C3=NC=NC(NN=CC4C=CN=CC=4)=C3C=N2)C=CC=1. Given the product [N:13]1[CH:14]=[CH:15][CH:16]=[CH:17][C:12]=1[N:9]1[C:5]2=[N:6][CH:7]=[N:8][C:3]([NH:1]/[N:2]=[CH:18]/[C:20]3[CH:28]=[CH:27][C:23]([C:24]([OH:26])=[O:25])=[CH:22][CH:21]=3)=[C:4]2[CH:11]=[N:10]1, predict the reactants needed to synthesize it. (3) The reactants are: C[O:2][C:3](=[O:28])[C:4]1[CH:26]=[CH:25][C:24]([OH:27])=[C:6]([C:7]([NH:9][C:10]2[CH:15]=[C:14]([C:16]([F:19])([F:18])[F:17])[CH:13]=[C:12]([C:20]([F:23])([F:22])[F:21])[CH:11]=2)=[O:8])[CH:5]=1.CO.[OH-].[Na+].Cl. Given the product [F:17][C:16]([F:18])([F:19])[C:14]1[CH:15]=[C:10]([NH:9][C:7](=[O:8])[C:6]2[CH:5]=[C:4]([CH:26]=[CH:25][C:24]=2[OH:27])[C:3]([OH:28])=[O:2])[CH:11]=[C:12]([C:20]([F:23])([F:21])[F:22])[CH:13]=1, predict the reactants needed to synthesize it.